From a dataset of Peptide-MHC class I binding affinity with 185,985 pairs from IEDB/IMGT. Regression. Given a peptide amino acid sequence and an MHC pseudo amino acid sequence, predict their binding affinity value. This is MHC class I binding data. (1) The binding affinity (normalized) is 0.538. The MHC is BoLA-HD6 with pseudo-sequence BoLA-HD6. The peptide sequence is FARTLLAAL. (2) The peptide sequence is AVGVVCTGL. The MHC is HLA-A02:16 with pseudo-sequence HLA-A02:16. The binding affinity (normalized) is 0.482. (3) The peptide sequence is ATDALMTGF. The MHC is HLA-B35:01 with pseudo-sequence HLA-B35:01. The binding affinity (normalized) is 0. (4) The peptide sequence is RTMPLSRFT. The MHC is HLA-B07:02 with pseudo-sequence HLA-B07:02. The binding affinity (normalized) is 0.0847. (5) The peptide sequence is FLIGVYQQY. The MHC is HLA-A69:01 with pseudo-sequence HLA-A69:01. The binding affinity (normalized) is 0.0847. (6) The peptide sequence is FTWQHNYYL. The MHC is HLA-B15:01 with pseudo-sequence HLA-B15:01. The binding affinity (normalized) is 0.0847. (7) The peptide sequence is FENDIDEIL. The MHC is HLA-B58:01 with pseudo-sequence HLA-B58:01. The binding affinity (normalized) is 0.0847. (8) The peptide sequence is RLRPGGKKK. The MHC is HLA-B15:01 with pseudo-sequence HLA-B15:01. The binding affinity (normalized) is 0.0753. (9) The peptide sequence is QTDNDIWFW. The MHC is HLA-B15:17 with pseudo-sequence HLA-B15:17. The binding affinity (normalized) is 0.0847.